Dataset: Blood-brain barrier permeability regression values from the B3DB database. Task: Regression/Classification. Given a drug SMILES string, predict its absorption, distribution, metabolism, or excretion properties. Task type varies by dataset: regression for continuous measurements (e.g., permeability, clearance, half-life) or binary classification for categorical outcomes (e.g., BBB penetration, CYP inhibition). For this dataset (b3db_regression), we predict Y. (1) The drug is C1CC2=CC=CC=C2CC1OC(=O)C3=CC=CC=C3C(=O)O. The Y is 0.0900 log(BB ratio). (2) The molecule is CCC1=C2C(=CC=C1)C3=C(N2)C(OCC3)(CC)CC(=O)O. The Y is -1.42 log(BB ratio). (3) The drug is CC(=O)N1CCC(CC1)COC2=NC(=NC(=C2C(=O)NC)NCC3CCC4(CCC4)CC3)C#N. The Y is -0.790 log(BB ratio). (4) The molecule is CC1CCC(C(C1)C)C. The Y is 1.02 log(BB ratio). (5) The drug is CCCCCC(C)C. The Y is 0.860 log(BB ratio). (6) The Y is 0.200 log(BB ratio). The compound is CN(C)CC1=CC=CC=C1SC2=CC(=C(C=C2N)Cl)F. (7) The molecule is CC(C)(C)[N+](=O)C=C1C=CN(C=C1)[O-]. The Y is -0.380 log(BB ratio). (8) The compound is C[C@@H](C1=CC2=C(C=C1)C=C(C=C2)OC)C(=O)O. The Y is 0.100 log(BB ratio). (9) The compound is C1C(=O)NC2=C(C=C(C=C2)Cl)N(C1=O)C3=CC=CC=C3. The Y is 0.400 log(BB ratio).